Predict the reactants needed to synthesize the given product. From a dataset of Full USPTO retrosynthesis dataset with 1.9M reactions from patents (1976-2016). (1) Given the product [Cl:6][C:7]1[N:8]=[N:9][C:10]([Cl:13])=[CH:11][C:12]=1[C:15]1([CH3:14])[CH2:20][CH2:19][CH2:18][CH2:17][CH2:16]1, predict the reactants needed to synthesize it. The reactants are: S(=O)(=O)(O)O.[Cl:6][C:7]1[N:8]=[N:9][C:10]([Cl:13])=[CH:11][CH:12]=1.[CH3:14][C:15]1(C(O)=O)[CH2:20][CH2:19][CH2:18][CH2:17][CH2:16]1.S(OOS([O-])(=O)=O)([O-])(=O)=O.[NH4+].[NH4+].N. (2) Given the product [CH3:19][O:18][C:14]1[CH:15]=[C:16]2[C:11](=[C:12]3[CH2:22][C:21]([CH3:24])([CH3:23])[O:20][C:13]=13)[C:10]([C:25]1[CH:30]=[CH:29][CH:28]=[CH:27][CH:26]=1)=[N:9][CH:8]([CH2:7][OH:6])[CH2:17]2, predict the reactants needed to synthesize it. The reactants are: [OH-].[Na+].C([O:6][CH2:7][CH:8]1[CH2:17][C:16]2[C:11](=[C:12]3[CH2:22][C:21]([CH3:24])([CH3:23])[O:20][C:13]3=[C:14]([O:18][CH3:19])[CH:15]=2)[C:10]([C:25]2[CH:30]=[CH:29][CH:28]=[CH:27][CH:26]=2)=[N:9]1)(=O)C.O. (3) Given the product [S:1]([N:11]1[CH:15]=[CH:14][C:13]([S:17]([Cl:16])(=[O:19])=[O:18])=[CH:12]1)([C:4]1[CH:5]=[CH:6][C:7]([CH3:8])=[CH:9][CH:10]=1)(=[O:2])=[O:3], predict the reactants needed to synthesize it. The reactants are: [S:1]([N:11]1[CH:15]=[CH:14][CH:13]=[CH:12]1)([C:4]1[CH:10]=[CH:9][C:7]([CH3:8])=[CH:6][CH:5]=1)(=[O:3])=[O:2].[Cl:16][S:17](O)(=[O:19])=[O:18]. (4) Given the product [Cl:1][C:2]1[N:3]=[C:4]([N:11]2[CH2:16][CH2:15][O:14][CH2:13][CH2:12]2)[C:5]2[CH:10]=[C:9]([CH:17]([OH:19])[CH3:18])[S:8][C:6]=2[N:7]=1, predict the reactants needed to synthesize it. The reactants are: [Cl:1][C:2]1[N:3]=[C:4]([N:11]2[CH2:16][CH2:15][O:14][CH2:13][CH2:12]2)[C:5]2[CH:10]=[CH:9][S:8][C:6]=2[N:7]=1.[CH:17](=[O:19])[CH3:18]. (5) Given the product [F:11][C:10]([F:12])([F:13])[C:5]1[CH:6]=[CH:7][CH:8]=[CH:9][C:4]=1[NH:1][C:2](=[O:3])[O:17][C:15]([CH3:18])([CH3:16])[CH3:14], predict the reactants needed to synthesize it. The reactants are: [N:1]([C:4]1[CH:9]=[CH:8][CH:7]=[CH:6][C:5]=1[C:10]([F:13])([F:12])[F:11])=[C:2]=[O:3].[CH3:14][C:15]([CH3:18])([O-:17])[CH3:16].[K+]. (6) Given the product [CH3:1][C:2]1[N-:3][C:4]2[CH:10]=[CH:9][CH:8]=[CH:7][C:5]=2[N:6]=1.[Li+:11], predict the reactants needed to synthesize it. The reactants are: [CH3:1][C:2]1[NH:3][C:4]2[CH:10]=[CH:9][CH:8]=[CH:7][C:5]=2[N:6]=1.[Li:11]CCCC.CCCCCC.